Binary Classification. Given a miRNA mature sequence and a target amino acid sequence, predict their likelihood of interaction. From a dataset of Experimentally validated miRNA-target interactions with 360,000+ pairs, plus equal number of negative samples. (1) The miRNA is hsa-miR-1287-5p with sequence UGCUGGAUCAGUGGUUCGAGUC. The protein sequence of the target gene is MATNFLAHEKIWFDKFKYDDAERRFYEQMNGPVTSGSRQENGASVILRDIARARENIQKSLAGSSGPGASSGPGGDHSELIVRITSLEVENQNLRGVVQDLQQAISKLEARLSSLEKSSPTPRATAPQTQHVSPMRQVEPPTKKGATPAEDDEDKDIDLFGSDEEEEDKEAARLREERLRQYAEKKAKKPTLVAKSSILLDVKPWDDETDMAQLETCVRSIQLDGLVWGASKLVPVGYGIRKLQIQCVVEDDKVGTDLLEEEITKFEEHVQSVDIAAFDKI. Result: 0 (no interaction). (2) The miRNA is hsa-miR-4722-5p with sequence GGCAGGAGGGCUGUGCCAGGUUG. The protein sequence of the target gene is MEVKGQLISSPTFNAPAALFGEAAPQVKSERLRGLLDRQRTLQEALSLKLQELRKVCLQEAELTGQLPPECPLEPGERPQLVRRRPPTARAYPPPHPNQAHHSLCPAEELALEALEREVSVQQQIAAAARRLALAPDLSTEQRRRRRQVQADALRRLHELEEQLRDVRARLGLPVLPLPQPLPLSTGSVITTQGVCLGMRLAQLSQEDVVLHSESSSLSESGASHDNEEPHGCFSLAERPSPPKAWDQLRAVSGGSPERRTPWKPPPSDLYGDLKSRRNSVASPTSPTRSLPRSASSFEG.... Result: 1 (interaction). (3) The miRNA is mmu-miR-532-5p with sequence CAUGCCUUGAGUGUAGGACCGU. The protein sequence of the target gene is MEFLLGNPFSTPVGQCLEKATDGSLQSEDWTLNMEICDIINETEEGPKDAIRALKKRLNGNRNYREVMLALTVLETCVKNCGHRFHILVANRDFIDSVLVKIISPKNNPPTIVQDKVLALIQAWADAFRSSPDLTGVVHIYEELKRKGVEFPMADLDALSPIHTPQRSVPEVDPAATMPRSQSQQRTSAGSYSSPPPAPYSAPQAPALSVTGPITANSEQIARLRSELDVVRGNTKVMSEMLTEMVPGQEDSSDLELLQELNRTCRAMQQRIVELISRVSNEEVTEELLHVNDDLNNVFL.... Result: 0 (no interaction). (4) The miRNA is hsa-miR-26a-2-3p with sequence CCUAUUCUUGAUUACUUGUUUC. The protein sequence of the target gene is MDPLSELQDDLTLDDTSQALNQLKLASIDEKNWPSDEMPDFPKSDDSKSSSPEPVTHLKWDDPYYDIARHQIVEVAGDDKYGRKIIVFSACRMPPSHQLDHSKLLGYLKHTLDQYVESDYTLLYLHHGLTSDNKPSLSWLRDAYREFDRKYKKNIKALYIVHPTMFIKTLLILFKPLISFKFGRKIFYVNYLSELSEHVKLEQLGIPRQVLKYDDFLKSTQKSPATAPKPMPPRPPLPNQQFGVSLQHLQEKSPGQDPIPIVLRETVAYLQAHALTTEGIFRRSANTQVVREVQQKYNMG.... Result: 0 (no interaction).